Dataset: NCI-60 drug combinations with 297,098 pairs across 59 cell lines. Task: Regression. Given two drug SMILES strings and cell line genomic features, predict the synergy score measuring deviation from expected non-interaction effect. (1) Drug 1: CCC(=C(C1=CC=CC=C1)C2=CC=C(C=C2)OCCN(C)C)C3=CC=CC=C3.C(C(=O)O)C(CC(=O)O)(C(=O)O)O. Drug 2: CNC(=O)C1=NC=CC(=C1)OC2=CC=C(C=C2)NC(=O)NC3=CC(=C(C=C3)Cl)C(F)(F)F. Cell line: A498. Synergy scores: CSS=1.85, Synergy_ZIP=-2.13, Synergy_Bliss=-6.14, Synergy_Loewe=-3.07, Synergy_HSA=-7.31. (2) Drug 1: C1CCC(CC1)NC(=O)N(CCCl)N=O. Drug 2: CC1=C(C=C(C=C1)C(=O)NC2=CC(=CC(=C2)C(F)(F)F)N3C=C(N=C3)C)NC4=NC=CC(=N4)C5=CN=CC=C5. Cell line: SF-268. Synergy scores: CSS=34.7, Synergy_ZIP=8.55, Synergy_Bliss=10.7, Synergy_Loewe=8.52, Synergy_HSA=9.15.